From a dataset of hERG potassium channel inhibition data for cardiac toxicity prediction from Karim et al.. Regression/Classification. Given a drug SMILES string, predict its toxicity properties. Task type varies by dataset: regression for continuous values (e.g., LD50, hERG inhibition percentage) or binary classification for toxic/non-toxic outcomes (e.g., AMES mutagenicity, cardiotoxicity, hepatotoxicity). Dataset: herg_karim. The compound is O=C(NCc1ccc(OCC(F)(F)F)cc1)C1c2ccccc2C(=O)N1CCc1ccccn1. The result is 1 (blocker).